This data is from Forward reaction prediction with 1.9M reactions from USPTO patents (1976-2016). The task is: Predict the product of the given reaction. (1) Given the reactants [S:1]([O-:5])([O-:4])(=[O:3])=[O:2].C([O:13][C:14]1[CH:15]=[C:16]([CH:22]=[CH:23][C:24]=1[CH:25]1[CH:28]([CH2:29][CH2:30][CH:31]([O:39][Si:40]([C:43]([CH3:46])([CH3:45])[CH3:44])([CH3:42])[CH3:41])[C:32]2[CH:37]=[CH:36][C:35]([F:38])=[CH:34][CH:33]=2)[C:27](=[O:47])[N:26]1[C:48]1[CH:53]=[CH:52][C:51]([F:54])=[CH:50][CH:49]=1)[O:17][CH2:18][CH2:19][CH2:20][NH3+:21])C1C=CC=CC=1.C([O:62][C:63]1[CH:64]=[C:65]([CH:71]=[CH:72][C:73]=1[CH:74]1[CH:77]([CH2:78][CH2:79][CH:80]([C:89]2[CH:94]=[CH:93][C:92]([F:95])=[CH:91][CH:90]=2)[O:81][Si:82]([C:85]([CH3:88])([CH3:87])[CH3:86])([CH3:84])[CH3:83])[C:76](=[O:96])[N:75]1[C:97]1[CH:102]=[CH:101][C:100]([F:103])=[CH:99][CH:98]=1)[O:66][CH2:67][CH2:68][CH2:69][NH3+:70])C1C=CC=CC=1.[H][H], predict the reaction product. The product is: [S:1]([O-:5])([O-:4])(=[O:3])=[O:2].[Si:40]([O:39][CH:31]([C:32]1[CH:37]=[CH:36][C:35]([F:38])=[CH:34][CH:33]=1)[CH2:30][CH2:29][CH:28]1[C:27](=[O:47])[N:26]([C:48]2[CH:49]=[CH:50][C:51]([F:54])=[CH:52][CH:53]=2)[CH:25]1[C:24]1[CH:23]=[CH:22][C:16]([O:17][CH2:18][CH2:19][CH2:20][NH3+:21])=[CH:15][C:14]=1[OH:13])([C:43]([CH3:45])([CH3:46])[CH3:44])([CH3:42])[CH3:41].[Si:82]([O:81][CH:80]([C:89]1[CH:94]=[CH:93][C:92]([F:95])=[CH:91][CH:90]=1)[CH2:79][CH2:78][CH:77]1[C:76](=[O:96])[N:75]([C:97]2[CH:98]=[CH:99][C:100]([F:103])=[CH:101][CH:102]=2)[CH:74]1[C:73]1[CH:72]=[CH:71][C:65]([O:66][CH2:67][CH2:68][CH2:69][NH3+:70])=[CH:64][C:63]=1[OH:62])([C:85]([CH3:87])([CH3:88])[CH3:86])([CH3:84])[CH3:83]. (2) Given the reactants [CH2:1]([N:8]1[CH2:17][CH2:16][C:15]2[N:14]=[C:13](Cl)[CH:12]=[CH:11][C:10]=2[CH2:9]1)[C:2]1[CH:7]=[CH:6][CH:5]=[CH:4][CH:3]=1.[CH:19]([Mg]Cl)([CH3:21])[CH3:20].[OH-].[Na+], predict the reaction product. The product is: [CH2:1]([N:8]1[CH2:17][CH2:16][C:15]2[N:14]=[C:13]([CH:19]([CH3:21])[CH3:20])[CH:12]=[CH:11][C:10]=2[CH2:9]1)[C:2]1[CH:7]=[CH:6][CH:5]=[CH:4][CH:3]=1. (3) Given the reactants [CH3:1][O:2][C:3]1[CH:10]=[CH:9][CH:8]=[CH:7][C:4]=1[CH:5]=O.C(O[C:14](=[O:18])[CH2:15][C:16]#[N:17])C.[CH:19]1([NH:22][C:23]([NH2:25])=[NH:24])[CH2:21][CH2:20]1.Cl.C(=O)([O-])[O-].[K+].[K+], predict the reaction product. The product is: [C:16]([C:15]1[C:14](=[O:18])[NH:25][C:23]([NH:22][CH:19]2[CH2:21][CH2:20]2)=[N:24][C:5]=1[C:4]1[CH:7]=[CH:8][CH:9]=[CH:10][C:3]=1[O:2][CH3:1])#[N:17]. (4) Given the reactants [CH3:1][C:2]1[N:3]=[CH:4][N:5]([C:7]2[CH:14]=[CH:13][C:12]([N+:15]([O-:17])=[O:16])=[CH:11][C:8]=2[C:9]#[N:10])[CH:6]=1.[CH3:18][N+:19]([CH3:21])=[CH2:20].[I-], predict the reaction product. The product is: [CH3:18][N:19]([CH2:21][C:6]1[N:5]([C:7]2[CH:14]=[CH:13][C:12]([N+:15]([O-:17])=[O:16])=[CH:11][C:8]=2[C:9]#[N:10])[CH:4]=[N:3][C:2]=1[CH3:1])[CH3:20]. (5) Given the reactants [NH2:1][C:2]1[C:3]([C:9]2[CH:18]=[CH:17][C:12]([C:13]([O:15][CH3:16])=[O:14])=[C:11]([F:19])[CH:10]=2)=[N:4][C:5](Br)=[CH:6][N:7]=1.CC1(C)C(C)(C)OB([C:28]2[CH2:37][CH2:36][C:31]3([O:35][CH2:34][CH2:33][O:32]3)[CH2:30][CH:29]=2)O1.C(Cl)Cl.C(=O)([O-])[O-].[Na+].[Na+], predict the reaction product. The product is: [NH2:1][C:2]1[C:3]([C:9]2[CH:18]=[CH:17][C:12]([C:13]([O:15][CH3:16])=[O:14])=[C:11]([F:19])[CH:10]=2)=[N:4][C:5]([C:28]2[CH2:37][CH2:36][C:31]3([O:35][CH2:34][CH2:33][O:32]3)[CH2:30][CH:29]=2)=[CH:6][N:7]=1.